Dataset: Catalyst prediction with 721,799 reactions and 888 catalyst types from USPTO. Task: Predict which catalyst facilitates the given reaction. (1) Reactant: [F:1][C:2]([F:7])([F:6])[C:3]([OH:5])=[O:4].[Cl:8][C:9]1[CH:10]=[N:11][C:12]2[NH:13][C:14]3[CH:15]=[CH:16][CH:17]=[C:18]([CH:30]=3)[CH:19]=[CH:20][C:21]3[CH:29]=[C:25]([NH:26][C:27]=1[N:28]=2)[CH:24]=[CH:23][CH:22]=3. Product: [F:1][C:2]([F:7])([F:6])[C:3]([OH:5])=[O:4].[Cl:8][C:9]1[CH:10]=[N:11][C:12]2[NH:13][C:14]3[CH:15]=[CH:16][CH:17]=[C:18]([CH:30]=3)[CH2:19][CH2:20][C:21]3[CH:29]=[C:25]([NH:26][C:27]=1[N:28]=2)[CH:24]=[CH:23][CH:22]=3.[F:1][C:2]([F:7])([F:6])[C:3]([O-:5])=[O:4]. The catalyst class is: 29. (2) Reactant: [C:1]([NH:4][NH2:5])(=[O:3])[CH3:2].C(N(CC)CC)C.Cl[C:14](=[O:20])[C:15]([O:17][CH2:18][CH3:19])=[O:16].C(OCC)(=O)C. Product: [C:1]([NH:4][NH:5][C:14](=[O:20])[C:15]([O:17][CH2:18][CH3:19])=[O:16])(=[O:3])[CH3:2]. The catalyst class is: 2. (3) Reactant: [Cl:1][C:2]1[CH:3]=[CH:4][C:5]([NH:8][C:9](=[O:34])[C:10]2[CH:15]=[CH:14][C:13]([C:16]3[CH2:20][C:19]([C:25]4[CH:30]=[C:29]([Cl:31])[CH:28]=[C:27]([Cl:32])[CH:26]=4)([C:21]([F:24])([F:23])[F:22])[O:18][N:17]=3)=[CH:12][C:11]=2[CH3:33])=[N:6][CH:7]=1.[H-].[Na+].[H][H].Cl[C:40]([O:42][CH3:43])=[O:41]. Product: [Cl:1][C:2]1[CH:3]=[CH:4][C:5]([N:8]([C:9](=[O:34])[C:10]2[CH:15]=[CH:14][C:13]([C:16]3[CH2:20][C:19]([C:25]4[CH:26]=[C:27]([Cl:32])[CH:28]=[C:29]([Cl:31])[CH:30]=4)([C:21]([F:23])([F:24])[F:22])[O:18][N:17]=3)=[CH:12][C:11]=2[CH3:33])[C:40](=[O:41])[O:42][CH3:43])=[N:6][CH:7]=1. The catalyst class is: 7.